Dataset: Forward reaction prediction with 1.9M reactions from USPTO patents (1976-2016). Task: Predict the product of the given reaction. Given the reactants [F:1][C:2]([F:26])([F:25])[C:3]1[N:4]=[C:5]([NH:8][C:9]([C:11]2[C:16]([NH:17][C:18]3[CH:19]=[N:20][CH:21]=[CH:22][CH:23]=3)=[CH:15][CH:14]=[C:13]([CH3:24])[N:12]=2)=[O:10])[S:6][CH:7]=1.Br[C:28]1C=NC=CC=1C, predict the reaction product. The product is: [F:26][C:2]([F:1])([F:25])[C:3]1[N:4]=[C:5]([NH:8][C:9]([C:11]2[C:16]([NH:17][C:18]3[CH:19]=[N:20][CH:21]=[CH:22][C:23]=3[CH3:28])=[CH:15][CH:14]=[C:13]([CH3:24])[N:12]=2)=[O:10])[S:6][CH:7]=1.